Dataset: Catalyst prediction with 721,799 reactions and 888 catalyst types from USPTO. Task: Predict which catalyst facilitates the given reaction. (1) Product: [Br:1][C:2]1[CH:3]=[C:4]2[C:9](=[CH:10][CH:11]=1)[N:8]=[C:7]([CH2:12][N:14]1[CH2:18][CH2:17][CH2:16][CH2:15]1)[CH:6]=[CH:5]2. Reactant: [Br:1][C:2]1[CH:3]=[C:4]2[C:9](=[CH:10][CH:11]=1)[N:8]=[C:7]([CH2:12]Br)[CH:6]=[CH:5]2.[NH:14]1[CH2:18][CH2:17][CH2:16][CH2:15]1.C([O-])([O-])=O.[K+].[K+]. The catalyst class is: 10. (2) Reactant: [O:1]1[CH2:6][CH2:5][O:4][C:3]2[CH:7]=[C:8]([N:11]3[C:20]4[C:15](=[CH:16][CH:17]=[CH:18][CH:19]=4)[N:14]=[C:13]([C:21](Cl)=[O:22])[C:12]3=[O:24])[CH:9]=[CH:10][C:2]1=2.[C:25]1(=[O:32])[CH2:30][CH2:29][CH2:28][C:27](=[O:31])[CH2:26]1.C(N(CC)CC)C.CC(C)(O)C#N.[OH-].[Na+]. Product: [O:1]1[CH2:6][CH2:5][O:4][C:3]2[CH:7]=[C:8]([N:11]3[C:20]4[C:15](=[CH:16][CH:17]=[CH:18][CH:19]=4)[N:14]=[C:13]([C:21]([C:26]4[C:27](=[O:31])[CH2:28][CH2:29][CH2:30][C:25]=4[OH:32])=[O:22])[C:12]3=[O:24])[CH:9]=[CH:10][C:2]1=2. The catalyst class is: 46. (3) Reactant: Cl[C:2]1[C:11]([N+:12]([O-:14])=[O:13])=[CH:10][CH:9]=[CH:8][C:3]=1[C:4]([O:6][CH3:7])=[O:5].C(=O)([O-])[O-].[K+].[K+].[CH2:21]([SH:28])[C:22]1[CH:27]=[CH:26][CH:25]=[CH:24][CH:23]=1. Product: [CH2:21]([S:28][C:2]1[C:11]([N+:12]([O-:14])=[O:13])=[CH:10][CH:9]=[CH:8][C:3]=1[C:4]([O:6][CH3:7])=[O:5])[C:22]1[CH:27]=[CH:26][CH:25]=[CH:24][CH:23]=1. The catalyst class is: 35. (4) Reactant: [C:1](=[O:4])([O-])[O-].[Cs+].[Cs+].O=[C:8]1[NH:17][CH:16]([C:18]2[CH:25]=[CH:24][C:21]([C:22]#[N:23])=[CH:20][C:19]=2[S:26]([CH3:29])(=[O:28])=[O:27])[C:15]2[C:14](=[O:30])[CH2:13][CH2:12][CH2:11][C:10]=2[N:9]1[C:31]1[CH:36]=[CH:35][N:34]=[C:33]([C:37]([F:40])([F:39])[F:38])[CH:32]=1.C(OCC)(=O)C. Product: [CH3:8][N:17]1[CH:16]([C:18]2[CH:25]=[CH:24][C:21]([C:22]#[N:23])=[CH:20][C:19]=2[S:26]([CH3:29])(=[O:27])=[O:28])[C:15]2[C:14](=[O:30])[CH2:13][CH2:12][CH2:11][C:10]=2[N:9]([C:31]2[CH:36]=[CH:35][N:34]=[C:33]([C:37]([F:40])([F:38])[F:39])[CH:32]=2)[C:1]1=[O:4]. The catalyst class is: 9. (5) Reactant: Cl[C:2]1[N:7]=[C:6]([N:8]2[C:12]3[CH:13]=[CH:14][CH:15]=[C:16]([O:17][CH3:18])[C:11]=3[N:10]=[C:9]2[CH:19]([F:21])[F:20])[N:5]=[C:4]([N:22]2[CH2:27][CH2:26][N:25]([C:28]([O:30][C:31]([CH3:34])([CH3:33])[CH3:32])=[O:29])[CH2:24][CH2:23]2)[N:3]=1.[N:35]1[CH:40]=[CH:39][C:38](B(O)O)=[CH:37][CH:36]=1.C([O-])([O-])=O.[Na+].[Na+]. Product: [F:20][CH:19]([F:21])[C:9]1[N:8]([C:6]2[N:7]=[C:2]([C:38]3[CH:39]=[CH:40][N:35]=[CH:36][CH:37]=3)[N:3]=[C:4]([N:22]3[CH2:27][CH2:26][N:25]([C:28]([O:30][C:31]([CH3:34])([CH3:32])[CH3:33])=[O:29])[CH2:24][CH2:23]3)[N:5]=2)[C:12]2[CH:13]=[CH:14][CH:15]=[C:16]([O:17][CH3:18])[C:11]=2[N:10]=1. The catalyst class is: 75. (6) Reactant: [CH2:1]([C:3]1[N:7]([C:8]2[C:16]3[O:15][CH2:14][C@@H:13]([NH:17][C:18]4[CH:30]=[CH:29][C:21]5[C@H:22]([CH2:25][C:26]([OH:28])=[O:27])[CH2:23][O:24][C:20]=5[CH:19]=4)[C:12]=3[CH:11]=[CH:10][CH:9]=2)[C:6]2[CH:31]=[C:32]([F:36])[CH:33]=[C:34]([F:35])[C:5]=2[N:4]=1)[CH3:2].[OH-].[Na+:38].C(#N)C. Product: [CH2:1]([C:3]1[N:7]([C:8]2[C:16]3[O:15][CH2:14][C@@H:13]([NH:17][C:18]4[CH:30]=[CH:29][C:21]5[C@H:22]([CH2:25][C:26]([O-:28])=[O:27])[CH2:23][O:24][C:20]=5[CH:19]=4)[C:12]=3[CH:11]=[CH:10][CH:9]=2)[C:6]2[CH:31]=[C:32]([F:36])[CH:33]=[C:34]([F:35])[C:5]=2[N:4]=1)[CH3:2].[Na+:38]. The catalyst class is: 6. (7) Reactant: [CH3:1][O:2][C:3]([N:5]1[CH2:9][CH:8]([C:10]2[C:18]3[C:13](=[CH:14][C:15]([F:19])=[CH:16][CH:17]=3)[NH:12][CH:11]=2)[CH:7]2[N:20]([C:23](=[O:39])[CH:24]([NH:31]C(OC(C)(C)C)=O)[CH:25]3[CH2:30][CH2:29][CH2:28][CH2:27][CH2:26]3)[CH2:21][CH2:22][CH:6]12)=[O:4].C(O)(C(F)(F)F)=O. Product: [CH3:1][O:2][C:3]([N:5]1[CH2:9][CH:8]([C:10]2[C:18]3[C:13](=[CH:14][C:15]([F:19])=[CH:16][CH:17]=3)[NH:12][CH:11]=2)[CH:7]2[N:20]([C:23](=[O:39])[CH:24]([NH2:31])[CH:25]3[CH2:26][CH2:27][CH2:28][CH2:29][CH2:30]3)[CH2:21][CH2:22][CH:6]12)=[O:4]. The catalyst class is: 2.